From a dataset of Human liver microsome stability data. Regression/Classification. Given a drug SMILES string, predict its absorption, distribution, metabolism, or excretion properties. Task type varies by dataset: regression for continuous measurements (e.g., permeability, clearance, half-life) or binary classification for categorical outcomes (e.g., BBB penetration, CYP inhibition). Dataset: hlm. (1) The molecule is CCc1nc2cc(Cl)ccn2c1C(=O)NCc1ccc(-c2ccncc2)cc1. The result is 1 (stable in human liver microsomes). (2) The compound is COc1cnc(-c2cnccn2)c2[nH]cc(C(=O)C(=O)N3CCN(C(=O)c4ccccc4)CC3)c12. The result is 1 (stable in human liver microsomes). (3) The drug is COC(=O)N[C@H](C(=O)N1CCC[C@H]1c1nc(Br)c(-c2ccc(-c3ccc(-c4[nH]c([C@@H]5CCCN5C(=O)[C@@H](NC(=O)OC)C(C)C)nc4Br)cc3)cc2)[nH]1)C(C)C. The result is 0 (unstable in human liver microsomes). (4) The drug is COc1cc2nc(C)c(C=CC(=O)OC(C)(C)C)c(O)c2cc1Cl. The result is 0 (unstable in human liver microsomes). (5) The drug is C[C@H]1C[C@@H](C(=O)N2CC[C@@]3(S(=O)(=O)c4ccc(F)cc4)c4ccc(C(F)(C(F)(F)F)C(F)(F)F)cc4CC[C@@H]23)CCS1(=O)=O. The result is 0 (unstable in human liver microsomes). (6) The drug is CON=C(N)c1ccc(-c2cncc(-c3ccc(C(N)=NOC)nc3)n2)cc1. The result is 1 (stable in human liver microsomes).